Dataset: Reaction yield outcomes from USPTO patents with 853,638 reactions. Task: Predict the reaction yield, written as a fraction of the theoretical maximum amount of product (1.0 means a 100% yield; for example, 0.34 means a 34% yield). (1) The reactants are Cl.Cl.[Br:3][C:4]1[CH:5]=[C:6]([O:17][CH:18]2[CH2:22][CH2:21][NH:20][CH2:19]2)[C:7]([NH:10][C:11]2[S:12][CH:13]=[C:14]([CH3:16])[N:15]=2)=[N:8][CH:9]=1.C(N(CC)CC)C.[C:30]([Cl:33])(=[O:32])[CH3:31].Cl. The catalyst is O.C1COCC1. The product is [ClH:33].[Br:3][C:4]1[CH:5]=[C:6]([O:17][CH:18]2[CH2:22][CH2:21][N:20]([C:30](=[O:32])[CH3:31])[CH2:19]2)[C:7]([NH:10][C:11]2[S:12][CH:13]=[C:14]([CH3:16])[N:15]=2)=[N:8][CH:9]=1. The yield is 0.226. (2) The reactants are [C:1]([C:5]1[CH:10]=[CH:9][C:8]([N+:11]([O-:13])=[O:12])=[CH:7][C:6]=1[OH:14])([CH3:4])([CH3:3])[CH3:2].[C:15]([O-])([O-])=O.[K+].[K+].CI. The catalyst is CN(C=O)C.O. The product is [C:1]([C:5]1[CH:10]=[CH:9][C:8]([N+:11]([O-:13])=[O:12])=[CH:7][C:6]=1[O:14][CH3:15])([CH3:4])([CH3:2])[CH3:3]. The yield is 0.760. (3) The reactants are [F:1][C:2]1[CH:7]=[CH:6][CH:5]=[CH:4][C:3]=1[C:8]1[C:12]([C:13]2[N:14]=[CH:15][NH:16][CH:17]=2)=[C:11]([CH3:18])[O:10][N:9]=1.I[C:20]1[CH:25]=[CH:24][C:23]([O:26][CH3:27])=[CH:22][CH:21]=1.N1CCC[C@H]1C(O)=O.C(=O)([O-])[O-].[K+].[K+]. The catalyst is CS(C)=O.[Cu]I.O. The product is [F:1][C:2]1[CH:7]=[CH:6][CH:5]=[CH:4][C:3]=1[C:8]1[C:12]([C:13]2[N:14]=[CH:15][N:16]([C:20]3[CH:25]=[CH:24][C:23]([O:26][CH3:27])=[CH:22][CH:21]=3)[CH:17]=2)=[C:11]([CH3:18])[O:10][N:9]=1. The yield is 0.0400.